This data is from Forward reaction prediction with 1.9M reactions from USPTO patents (1976-2016). The task is: Predict the product of the given reaction. (1) Given the reactants S(O[CH2:6][CH2:7][C:8]1[CH:13]=[CH:12][C:11]([N:14]2[CH2:18][CH2:17][CH2:16][CH2:15]2)=[CH:10][CH:9]=1)(=O)(=O)C.Cl.[NH:20]1[CH2:24][CH2:23][C@H:22]([OH:25])[CH2:21]1.C(=O)([O-])[O-].[K+].[K+], predict the reaction product. The product is: [OH:25][C@H:22]1[CH2:23][CH2:24][N:20]([CH2:6][CH2:7][C:8]2[CH:13]=[CH:12][C:11]([N:14]3[CH2:18][CH2:17][CH2:16][CH2:15]3)=[CH:10][CH:9]=2)[CH2:21]1. (2) The product is: [F:1][C:2]1[CH:3]=[C:4]([C:15]#[C:16][C:17]2[CH:42]=[CH:41][C:20]([C:21]([N:23]([CH3:40])[C@@:24]([CH3:39])([C:25]([NH:27][CH3:28])=[O:26])[C:29]([NH:31][OH:32])=[O:30])=[O:22])=[CH:19][CH:18]=2)[CH:5]=[CH:6][C:7]=1[CH:8]([OH:14])[CH2:9][O:10][CH2:11][CH2:12][OH:13]. Given the reactants [F:1][C:2]1[CH:3]=[C:4]([C:15]#[C:16][C:17]2[CH:42]=[CH:41][C:20]([C:21]([N:23]([CH3:40])[C@:24]([CH3:39])([C:29]([NH:31][O:32]C3CCCCO3)=[O:30])[C:25]([NH:27][CH3:28])=[O:26])=[O:22])=[CH:19][CH:18]=2)[CH:5]=[CH:6][C:7]=1[CH:8]([OH:14])[CH2:9][O:10][CH2:11][CH2:12][OH:13].CO.O.C1(C)C=CC(S(O)(=O)=O)=CC=1.C(=O)([O-])O.[Na+], predict the reaction product. (3) The product is: [CH2:13]([C:14]1[NH:1][C:3]2[C:11]([C:15]=1[CH3:16])=[CH:10][C:6]([C:7]([O:9][CH2:23][CH3:24])=[O:8])=[CH:5][CH:4]=2)[CH3:12]. Given the reactants [NH:1]([C:3]1[CH:11]=[CH:10][C:6]([C:7]([OH:9])=[O:8])=[CH:5][CH:4]=1)N.[CH3:12][CH2:13][C:14](=O)[CH2:15][CH3:16].S(=O)(=O)(O)O.[CH2:23](O)[CH3:24], predict the reaction product. (4) Given the reactants Br[C:2]1[CH:14]=[CH:13][C:5]([O:6][CH2:7][C:8]([O:10][CH2:11][CH3:12])=[O:9])=[C:4]([O:15][CH2:16][CH3:17])[CH:3]=1.[B:18]1([B:18]2[O:22][C:21]([CH3:24])([CH3:23])[C:20]([CH3:26])([CH3:25])[O:19]2)[O:22][C:21]([CH3:24])([CH3:23])[C:20]([CH3:26])([CH3:25])[O:19]1.C([O-])(=O)C.[K+], predict the reaction product. The product is: [CH2:11]([O:10][C:8](=[O:9])[CH2:7][O:6][C:5]1[CH:13]=[CH:14][C:2]([B:18]2[O:22][C:21]([CH3:24])([CH3:23])[C:20]([CH3:26])([CH3:25])[O:19]2)=[CH:3][C:4]=1[O:15][CH2:16][CH3:17])[CH3:12]. (5) Given the reactants Cl[CH2:2][C:3]1[S:7][C:6]([NH:8][C:9](=[O:11])[CH3:10])=[N:5][CH:4]=1.Cl.[F:13][C:14]1[CH:15]=[C:16]([CH:24]=[C:25]([F:27])[CH:26]=1)[CH2:17][CH:18]1[CH2:23][CH2:22][NH:21][CH2:20][CH2:19]1.CCN(C(C)C)C(C)C, predict the reaction product. The product is: [F:13][C:14]1[CH:15]=[C:16]([CH:24]=[C:25]([F:27])[CH:26]=1)[CH2:17][CH:18]1[CH2:19][CH2:20][N:21]([CH2:2][C:3]2[S:7][C:6]([NH:8][C:9](=[O:11])[CH3:10])=[N:5][CH:4]=2)[CH2:22][CH2:23]1. (6) Given the reactants F[C:2]1[N:11]=[CH:10][C:9]2[C:8]([NH:12][C:13]3[CH:18]=[CH:17][CH:16]=[C:15]([Br:19])[CH:14]=3)=[N:7][CH:6]=[N:5][C:4]=2[CH:3]=1.[CH2:20]([N:22](CC)CC)C.Cl.CN, predict the reaction product. The product is: [Br:19][C:15]1[CH:14]=[C:13]([CH:18]=[CH:17][CH:16]=1)[NH:12][C:8]1[C:9]2[CH:10]=[N:11][C:2]([NH:22][CH3:20])=[CH:3][C:4]=2[N:5]=[CH:6][N:7]=1. (7) The product is: [F:29][C:30]([F:43])([F:44])[C:31]1[CH:32]=[C:33]([CH:36]=[C:37]([C:39]([F:42])([F:40])[F:41])[CH:38]=1)[CH2:34][N:22]1[C@@H:21]([CH3:26])[C@@H:20]([C:11]2[CH:12]=[C:13]([C:16]([F:17])([F:18])[F:19])[CH:14]=[CH:15][C:10]=2[C:8]2[CH:9]=[C:4]([CH:1]([CH3:3])[CH3:2])[CH:5]=[CH:6][C:7]=2[O:27][CH3:28])[O:24][C:23]1=[O:25]. Given the reactants [CH:1]([C:4]1[CH:5]=[CH:6][C:7]([O:27][CH3:28])=[C:8]([C:10]2[CH:15]=[CH:14][C:13]([C:16]([F:19])([F:18])[F:17])=[CH:12][C:11]=2[C@H:20]2[O:24][C:23](=[O:25])[NH:22][C@H:21]2[CH3:26])[CH:9]=1)([CH3:3])[CH3:2].[F:29][C:30]([F:44])([F:43])[C:31]1[CH:32]=[C:33]([CH:36]=[C:37]([C:39]([F:42])([F:41])[F:40])[CH:38]=1)[CH2:34]Br, predict the reaction product.